This data is from Kir2.1 potassium channel HTS with 301,493 compounds. The task is: Binary Classification. Given a drug SMILES string, predict its activity (active/inactive) in a high-throughput screening assay against a specified biological target. (1) The drug is Fc1c(OCc2onc(C(=O)NC(CCn3nccc3)C)c2)ccc(F)c1. The result is 0 (inactive). (2) The drug is OCC1(CCCN(C1)C(=O)CCCN1CCCCC1=O)Cc1c(cccc1)C. The result is 0 (inactive). (3) The molecule is O=C(NC1CCCCC1)C(=O)NNC(=O)c1ccc(OC)cc1. The result is 0 (inactive). (4) The molecule is Clc1c(n2c(SCC(=O)c3ccc(Cl)cc3)ncc2)ncc(c1)C(F)(F)F. The result is 1 (active). (5) The molecule is O=C(NC12CC3CC(C2)CC(C1)C3)CCCc1ccccc1. The result is 0 (inactive). (6) The drug is O1c2c(OC1)ccc(c2)C(=O)NCC(=O)NCCc1cc(OC)c(OC)cc1. The result is 0 (inactive). (7) The drug is Clc1c(NC(=O)C(Sc2nc(c(nn2)c2ccccc2)c2ccccc2)C)ncc(Cl)c1. The result is 0 (inactive). (8) The molecule is OC(CNCC1(N2CCCCC2)CCCCC1)COCc1c(OC)cccc1. The result is 0 (inactive). (9) The drug is OC(Cn1c(cc(c(c1=O)C#N)C)C)C. The result is 0 (inactive). (10) The molecule is Fc1ccc(c2n(c(NCc3ccc(F)cc3)nc2)C)cc1. The result is 1 (active).